Dataset: Full USPTO retrosynthesis dataset with 1.9M reactions from patents (1976-2016). Task: Predict the reactants needed to synthesize the given product. (1) Given the product [N:3]([CH2:6][CH2:7][O:8][CH2:9][CH2:10][N:11]([CH3:19])[C:12](=[O:18])[O:13][C:14]([CH3:15])([CH3:17])[CH3:16])=[N+:4]=[N-:5], predict the reactants needed to synthesize it. The reactants are: [H-].[Na+].[N:3]([CH2:6][CH2:7][O:8][CH2:9][CH2:10][NH:11][C:12](=[O:18])[O:13][C:14]([CH3:17])([CH3:16])[CH3:15])=[N+:4]=[N-:5].[CH3:19]I. (2) Given the product [F:23][C:24]1[CH:25]=[C:26]([CH2:30][CH2:31][N:32]2[C:9](=[O:10])[C:4]3[C:5](=[CH:21][CH:22]=[C:2]([OH:1])[CH:3]=3)[N:6]=[C:7]2[C:11]2[CH:16]=[CH:15][CH:14]=[CH:13][C:12]=2[OH:17])[CH:27]=[CH:28][CH:29]=1, predict the reactants needed to synthesize it. The reactants are: [OH:1][C:2]1[CH:22]=[CH:21][C:5]2[N:6]=[C:7]([C:11]3[CH:16]=[CH:15][CH:14]=[CH:13][C:12]=3[O:17]C(=O)C)O[C:9](=[O:10])[C:4]=2[CH:3]=1.[F:23][C:24]1[CH:25]=[C:26]([CH2:30][CH2:31][NH2:32])[CH:27]=[CH:28][CH:29]=1. (3) Given the product [F:8][C:7]1[CH:6]=[CH:5][C:4]([C:9]2[N:13]3[CH:14]=[CH:15][C:16]([C:19]([OH:22])([CH3:21])[CH3:20])=[C:17]([F:18])[C:12]3=[N:11][CH:10]=2)=[CH:3][C:2]=1[C:26]1[CH:27]=[CH:28][CH:29]=[C:24]([F:23])[C:25]=1[CH3:33], predict the reactants needed to synthesize it. The reactants are: Cl[C:2]1[CH:3]=[C:4]([C:9]2[N:13]3[CH:14]=[CH:15][C:16]([C:19]([OH:22])([CH3:21])[CH3:20])=[C:17]([F:18])[C:12]3=[N:11][CH:10]=2)[CH:5]=[CH:6][C:7]=1[F:8].[F:23][C:24]1[C:25]([CH3:33])=[C:26](B(O)O)[CH:27]=[CH:28][CH:29]=1. (4) Given the product [C:16]([O:20][C:21](=[O:27])[NH:22][CH2:23][C@H:24]([OH:25])[CH2:26][NH:1][C:2]1[CH:3]=[C:4]2[C:8](=[C:9]([F:11])[CH:10]=1)[N:7]([CH2:12][CH2:13][CH3:14])[C:6](=[O:15])[CH2:5]2)([CH3:18])([CH3:17])[CH3:19], predict the reactants needed to synthesize it. The reactants are: [NH2:1][C:2]1[CH:3]=[C:4]2[C:8](=[C:9]([F:11])[CH:10]=1)[N:7]([CH2:12][CH2:13][CH3:14])[C:6](=[O:15])[CH2:5]2.[C:16]([O:20][C:21](=[O:27])[NH:22][CH2:23][C@H:24]1[CH2:26][O:25]1)([CH3:19])([CH3:18])[CH3:17].FC(F)(F)S([O-])(=O)=O.[Li+]. (5) Given the product [CH2:20]([N:7]1[C:15]2[C:10](=[CH:11][CH:12]=[CH:13][CH:14]=2)[C:9]([C:16]([O:18][CH3:19])=[O:17])=[N:8]1)[CH2:21][CH2:22][CH2:23][CH3:24], predict the reactants needed to synthesize it. The reactants are: CC(C)([O-])C.[K+].[NH:7]1[C:15]2[C:10](=[CH:11][CH:12]=[CH:13][CH:14]=2)[C:9]([C:16]([O:18][CH3:19])=[O:17])=[N:8]1.[CH2:20](Br)[CH2:21][CH2:22][CH2:23][CH3:24]. (6) Given the product [OH:14][C:3]1([C@@H:4]([NH:5][C:6]([C:30]2[C:24]3[C:25](=[N:26][CH:27]=[C:22]([C:20]4[CH:19]=[N:18][N:17]([CH2:15][CH3:16])[CH:21]=4)[N:23]=3)[NH:28][CH:29]=2)=[O:8])[CH3:13])[CH2:44][CH2:43][CH2:42][CH2:45]1, predict the reactants needed to synthesize it. The reactants are: CO[C:3](=[O:14])[C@@H:4]([CH3:13])[NH:5][C:6]([O:8]C(C)(C)C)=O.[CH2:15]([N:17]1[CH:21]=[C:20]([C:22]2[N:23]=[C:24]3[C:30](C(O)=O)=[CH:29][N:28](COCC[Si](C)(C)C)[C:25]3=[N:26][CH:27]=2)[CH:19]=[N:18]1)[CH3:16].[CH:42]1([C:45]2N=C3C(C(O)=O)=CN(COCC[Si](C)(C)C)C3=NC=2)[CH2:44][CH2:43]1.